Predict the product of the given reaction. From a dataset of Forward reaction prediction with 1.9M reactions from USPTO patents (1976-2016). The product is: [CH3:3][C:4]1[N:8]2[C:9]3[CH:15]=[C:14]([CH3:16])[N:13]([CH2:19][C:20]4[CH:21]=[N:22][CH:23]=[CH:24][CH:25]=4)[C:10]=3[CH:11]=[CH:12][C:7]2=[N:6][N:5]=1. Given the reactants [H-].[Na+].[CH3:3][C:4]1[N:8]2[C:9]3[CH:15]=[C:14]([CH3:16])[NH:13][C:10]=3[CH:11]=[CH:12][C:7]2=[N:6][N:5]=1.Br.Br[CH2:19][C:20]1[CH:21]=[N:22][CH:23]=[CH:24][CH:25]=1, predict the reaction product.